Dataset: Catalyst prediction with 721,799 reactions and 888 catalyst types from USPTO. Task: Predict which catalyst facilitates the given reaction. (1) Reactant: [C:1]([C:4]1[CH:5]=[C:6]([B:11]([OH:13])[OH:12])[CH:7]=[C:8]([F:10])[CH:9]=1)([OH:3])=[O:2].S(=O)(=O)(O)O.[CH3:19]O. Product: [F:10][C:8]1[CH:7]=[C:6]([B:11]([OH:13])[OH:12])[CH:5]=[C:4]([C:1]([O:3][CH3:19])=[O:2])[CH:9]=1. The catalyst class is: 6. (2) Reactant: [CH2:1]([C@:4]1([CH3:30])[CH2:9][C@H:8]([C:10]2[CH:15]=[CH:14][CH:13]=[C:12]([Cl:16])[CH:11]=2)[C@@H:7]([C:17]2[CH:22]=[CH:21][C:20]([Cl:23])=[CH:19][CH:18]=2)[N:6]([C@@H:24]([CH2:27][CH3:28])[CH:25]=O)[C:5]1=[O:29])[CH:2]=[CH2:3].[CH3:31][O:32][C:33]1[CH:38]=[CH:37][C:36]([CH2:39][NH2:40])=[CH:35][CH:34]=1.C(O[BH-](OC(=O)C)OC(=O)C)(=O)C.[Na+]. Product: [CH2:1]([C@:4]1([CH3:30])[CH2:9][C@H:8]([C:10]2[CH:15]=[CH:14][CH:13]=[C:12]([Cl:16])[CH:11]=2)[C@@H:7]([C:17]2[CH:22]=[CH:21][C:20]([Cl:23])=[CH:19][CH:18]=2)[N:6]([C@@H:24]([CH2:27][CH3:28])[CH2:25][NH:40][CH2:39][C:36]2[CH:37]=[CH:38][C:33]([O:32][CH3:31])=[CH:34][CH:35]=2)[C:5]1=[O:29])[CH:2]=[CH2:3]. The catalyst class is: 26. (3) Reactant: CC1C=CC(S(O[CH2:12][C@@H:13]2[O:26][C:17]3=[C:18]4[C:23](=[CH:24][CH:25]=[C:16]3[O:15][CH2:14]2)[O:22][CH2:21][CH2:20][CH2:19]4)(=O)=O)=CC=1.[F:27][C:28]1[CH:29]=[C:30]2[C:34](=[CH:35][CH:36]=1)[NH:33][CH:32]=[C:31]2[C:37]1[CH2:38][CH2:39][NH:40][CH2:41][CH:42]=1.C(OCC)(=O)C. Product: [F:27][C:28]1[CH:29]=[C:30]2[C:34](=[CH:35][CH:36]=1)[NH:33][CH:32]=[C:31]2[C:37]1[CH2:38][CH2:39][N:40]([CH2:12][CH:13]2[O:26][C:17]3=[C:18]4[C:23](=[CH:24][CH:25]=[C:16]3[O:15][CH2:14]2)[O:22][CH2:21][CH2:20][CH2:19]4)[CH2:41][CH:42]=1. The catalyst class is: 16. (4) Reactant: C(O[CH2:10][CH2:11][S:12]([CH2:15][CH2:16][CH2:17][O:18][CH2:19][CH2:20][C:21]1[CH:26]=[CH:25][CH:24]=[CH:23][CH:22]=1)(=[O:14])=[O:13])(=O)C1C=CC=CC=1.N12CCCN=C1CCCCC2. Product: [CH:11]([S:12]([CH2:15][CH2:16][CH2:17][O:18][CH2:19][CH2:20][C:21]1[CH:22]=[CH:23][CH:24]=[CH:25][CH:26]=1)(=[O:14])=[O:13])=[CH2:10]. The catalyst class is: 13. (5) Reactant: ClC(Cl)(OC(=O)[O:6][C:7]([Cl:10])(Cl)Cl)Cl.[Cl:13][C:14]1[CH:33]=[CH:32][C:17]([CH:18]([O:26][C@@H:27]2[CH2:31][CH2:30][NH:29][CH2:28]2)[C:19]2[CH:24]=[CH:23][C:22]([Cl:25])=[CH:21][CH:20]=2)=[CH:16][CH:15]=1.N1C=CC=CC=1. Product: [CH:18]([O:26][CH:27]([CH3:31])[CH3:28])([CH3:19])[CH3:17].[CH3:14][CH2:15][CH2:16][CH:17]([CH3:32])[CH3:18].[Cl:13][C:14]1[CH:33]=[CH:32][C:17]([CH:18]([O:26][C@@H:27]2[CH2:31][CH2:30][N:29]([C:7]([Cl:10])=[O:6])[CH2:28]2)[C:19]2[CH:20]=[CH:21][C:22]([Cl:25])=[CH:23][CH:24]=2)=[CH:16][CH:15]=1. The catalyst class is: 4. (6) Reactant: [NH2:1][C:2]1[CH:3]=[C:4]([C:9]2[C:17]3[C:16]([NH:18][C@H:19]([C:21]4[N:26]([C:27]5[CH:32]=[CH:31][CH:30]=[CH:29][CH:28]=5)[C:25](=[O:33])[C:24]5=[C:34]([CH3:37])[CH:35]=[CH:36][N:23]5[N:22]=4)[CH3:20])=[N:15][CH:14]=[N:13][C:12]=3[N:11]([CH2:38][O:39][CH2:40][CH2:41][Si:42]([CH3:45])([CH3:44])[CH3:43])[CH:10]=2)[CH:5]=[C:6]([OH:8])[CH:7]=1.N1C=CC=CC=1.[S:52](Cl)(=[O:55])(=[O:54])[NH2:53].O. Product: [OH:8][C:6]1[CH:7]=[C:2]([NH:1][S:52]([NH2:53])(=[O:55])=[O:54])[CH:3]=[C:4]([C:9]2[C:17]3[C:16]([NH:18][C@H:19]([C:21]4[N:26]([C:27]5[CH:32]=[CH:31][CH:30]=[CH:29][CH:28]=5)[C:25](=[O:33])[C:24]5=[C:34]([CH3:37])[CH:35]=[CH:36][N:23]5[N:22]=4)[CH3:20])=[N:15][CH:14]=[N:13][C:12]=3[N:11]([CH2:38][O:39][CH2:40][CH2:41][Si:42]([CH3:43])([CH3:45])[CH3:44])[CH:10]=2)[CH:5]=1. The catalyst class is: 7.